Predict which catalyst facilitates the given reaction. From a dataset of Catalyst prediction with 721,799 reactions and 888 catalyst types from USPTO. (1) Reactant: O[CH2:2][C@@H:3]1[CH2:9][C@H:8]2[C@H:6]([CH2:7]2)[CH2:5][N:4]1[C:10]([O:12][C:13]([CH3:16])([CH3:15])[CH3:14])=[O:11].C1(P(C2C=CC=CC=2)C2C=CC=CC=2)C=CC=CC=1.[C:36]1(=[O:46])[NH:40][C:39](=[O:41])[C:38]2=[CH:42][CH:43]=[CH:44][CH:45]=[C:37]12.CC(OC(/N=N/C(OC(C)C)=O)=O)C. Product: [O:41]=[C:39]1[C:38]2[C:37](=[CH:45][CH:44]=[CH:43][CH:42]=2)[C:36](=[O:46])[N:40]1[CH2:2][C@@H:3]1[CH2:9][C@H:8]2[C@H:6]([CH2:7]2)[CH2:5][N:4]1[C:10]([O:12][C:13]([CH3:16])([CH3:15])[CH3:14])=[O:11]. The catalyst class is: 20. (2) Reactant: [CH3:1][O:2][C:3](=[O:36])[C:4]([O:7][C:8]1[CH:13]=[CH:12][C:11]([CH2:14][CH2:15][CH2:16][CH:17]2[CH2:21][N:20](CC3C=CC(C(C)(C)C)=CC=3)[C:19](=[O:33])[N:18]2[CH3:34])=[CH:10][C:9]=1[CH3:35])([CH3:6])[CH3:5]. Product: [CH3:1][O:2][C:3](=[O:36])[C:4]([CH3:5])([O:7][C:8]1[CH:13]=[CH:12][C:11]([CH2:14][CH2:15][CH2:16][CH:17]2[CH2:21][NH:20][C:19](=[O:33])[N:18]2[CH3:34])=[CH:10][C:9]=1[CH3:35])[CH3:6]. The catalyst class is: 52. (3) The catalyst class is: 13. Reactant: [CH3:1][O:2][C:3]1[N:8]=[C:7]([NH2:9])[C:6]([O:10][CH3:11])=[CH:5][N:4]=1.[CH3:12][CH2:13][O:14][C:15]([N:17]=[C:18]=[S:19])=[O:16]. Product: [CH3:1][O:2][C:3]1[N:8]=[C:7]([NH:9][C:18]([NH:17][C:15](=[O:16])[O:14][CH2:13][CH3:12])=[S:19])[C:6]([O:10][CH3:11])=[CH:5][N:4]=1. (4) Reactant: [CH2:1]([O:4][C:5](=[O:15])[NH:6][C:7]1[CH:12]=[CH:11][C:10]([NH2:13])=[CH:9][C:8]=1[CH3:14])[CH2:2][CH3:3].[O:16]1[C:20]2[CH:21]=[CH:22][CH:23]=[CH:24][C:19]=2[CH:18]=[C:17]1[CH:25]=O. Product: [CH2:1]([O:4][C:5](=[O:15])[NH:6][C:7]1[CH:12]=[CH:11][C:10]([NH:13][CH2:25][C:17]2[O:16][C:20]3[CH:21]=[CH:22][CH:23]=[CH:24][C:19]=3[CH:18]=2)=[CH:9][C:8]=1[CH3:14])[CH2:2][CH3:3]. The catalyst class is: 7. (5) Reactant: [CH3:1][C:2]([C:14]1[N:18]([CH3:19])[C:17]([C:20]2[CH:25]=[CH:24][CH:23]=[CH:22][C:21]=2[C:26]([F:29])([F:28])[F:27])=[N:16][N:15]=1)([O:4][C:5]1[CH:13]=[CH:12][C:8]([C:9]([OH:11])=[O:10])=[CH:7][CH:6]=1)[CH3:3].S(=O)(=O)(O)O.[CH3:35]O. Product: [CH3:3][C:2]([C:14]1[N:18]([CH3:19])[C:17]([C:20]2[CH:25]=[CH:24][CH:23]=[CH:22][C:21]=2[C:26]([F:28])([F:29])[F:27])=[N:16][N:15]=1)([O:4][C:5]1[CH:13]=[CH:12][C:8]([C:9]([O:11][CH3:35])=[O:10])=[CH:7][CH:6]=1)[CH3:1]. The catalyst class is: 13. (6) Reactant: [CH3:1][O:2][C:3](=[O:23])[C@@H:4]([N:6]([C:13]([O:15][CH2:16][C:17]1[CH:22]=[CH:21][CH:20]=[CH:19][CH:18]=1)=[O:14])[CH2:7][CH:8](OC)[O:9]C)[CH3:5].C1(C)C=CC(S([O-])(=O)=O)=CC=1.[NH+]1C=CC=CC=1.O. Product: [CH3:1][O:2][C:3](=[O:23])[C@@H:4]([N:6]([C:13]([O:15][CH2:16][C:17]1[CH:18]=[CH:19][CH:20]=[CH:21][CH:22]=1)=[O:14])[CH2:7][CH:8]=[O:9])[CH3:5]. The catalyst class is: 131. (7) Reactant: [CH2:1]([N:8](C)[C:9]1[C:14]([CH2:15][CH2:16][OH:17])=[CH:13][C:12]([N:18]2[CH2:22][C@H:21]([CH2:23][NH:24][C:25](=[O:31])[O:26][C:27]([CH3:30])([CH3:29])[CH3:28])[O:20][C:19]2=[O:32])=[CH:11][C:10]=1[F:33])C1C=CC=CC=1. Product: [F:33][C:10]1[CH:11]=[C:12]([N:18]2[CH2:22][C@H:21]([CH2:23][NH:24][C:25](=[O:31])[O:26][C:27]([CH3:28])([CH3:29])[CH3:30])[O:20][C:19]2=[O:32])[CH:13]=[C:14]([CH2:15][CH2:16][OH:17])[C:9]=1[NH:8][CH3:1]. The catalyst class is: 105. (8) Reactant: Cl[C:2]1[N:11]=[CH:10][C:9]2[N:8]([CH3:12])[C:7](=[O:13])[C@@H:6]([CH2:14][CH3:15])[N:5]([CH:16]3[CH2:20][CH2:19][CH2:18][CH2:17]3)[C:4]=2[N:3]=1.C[C:22]([OH:25])(C)C.C1C=CC(P(C2C=CC=CC=2)CCCP(C2C=CC=CC=2)C2C=CC=CC=2)=CC=1.CS(C)=[O:57]. Product: [CH:16]1([N:5]2[C:4]3[N:3]=[C:2]([C:22]([OH:25])=[O:57])[N:11]=[CH:10][C:9]=3[N:8]([CH3:12])[C:7](=[O:13])[C@H:6]2[CH2:14][CH3:15])[CH2:20][CH2:19][CH2:18][CH2:17]1. The catalyst class is: 318.